Dataset: NCI-60 drug combinations with 297,098 pairs across 59 cell lines. Task: Regression. Given two drug SMILES strings and cell line genomic features, predict the synergy score measuring deviation from expected non-interaction effect. (1) Drug 1: CNC(=O)C1=CC=CC=C1SC2=CC3=C(C=C2)C(=NN3)C=CC4=CC=CC=N4. Drug 2: C1C(C(OC1N2C=NC3=C(N=C(N=C32)Cl)N)CO)O. Cell line: HOP-92. Synergy scores: CSS=22.3, Synergy_ZIP=-3.98, Synergy_Bliss=-4.52, Synergy_Loewe=-35.8, Synergy_HSA=-5.08. (2) Drug 1: CC1=C2C(C(=O)C3(C(CC4C(C3C(C(C2(C)C)(CC1OC(=O)C(C(C5=CC=CC=C5)NC(=O)OC(C)(C)C)O)O)OC(=O)C6=CC=CC=C6)(CO4)OC(=O)C)OC)C)OC. Drug 2: C1=CC=C(C(=C1)C(C2=CC=C(C=C2)Cl)C(Cl)Cl)Cl. Cell line: SNB-19. Synergy scores: CSS=56.0, Synergy_ZIP=13.6, Synergy_Bliss=13.2, Synergy_Loewe=-16.8, Synergy_HSA=13.5. (3) Drug 1: CCN(CC)CCNC(=O)C1=C(NC(=C1C)C=C2C3=C(C=CC(=C3)F)NC2=O)C. Drug 2: CN1C2=C(C=C(C=C2)N(CCCl)CCCl)N=C1CCCC(=O)O.Cl. Cell line: UACC-257. Synergy scores: CSS=4.18, Synergy_ZIP=-1.44, Synergy_Bliss=2.46, Synergy_Loewe=1.52, Synergy_HSA=2.04. (4) Drug 1: C1CCN(CC1)CCOC2=CC=C(C=C2)C(=O)C3=C(SC4=C3C=CC(=C4)O)C5=CC=C(C=C5)O. Drug 2: C1=NC2=C(N=C(N=C2N1C3C(C(C(O3)CO)O)O)F)N. Cell line: U251. Synergy scores: CSS=-2.31, Synergy_ZIP=1.43, Synergy_Bliss=-0.972, Synergy_Loewe=-4.90, Synergy_HSA=-3.59. (5) Cell line: SR. Drug 2: CC(C)NC(=O)C1=CC=C(C=C1)CNNC.Cl. Synergy scores: CSS=42.5, Synergy_ZIP=5.30, Synergy_Bliss=6.88, Synergy_Loewe=8.49, Synergy_HSA=7.50. Drug 1: CC12CCC(CC1=CCC3C2CCC4(C3CC=C4C5=CN=CC=C5)C)O. (6) Drug 1: CS(=O)(=O)OCCCCOS(=O)(=O)C. Drug 2: CC(C)CN1C=NC2=C1C3=CC=CC=C3N=C2N. Cell line: SR. Synergy scores: CSS=22.8, Synergy_ZIP=1.03, Synergy_Bliss=0.916, Synergy_Loewe=-4.15, Synergy_HSA=-3.89. (7) Drug 1: CC1OCC2C(O1)C(C(C(O2)OC3C4COC(=O)C4C(C5=CC6=C(C=C35)OCO6)C7=CC(=C(C(=C7)OC)O)OC)O)O. Drug 2: C1C(C(OC1N2C=C(C(=O)NC2=O)F)CO)O. Cell line: U251. Synergy scores: CSS=63.7, Synergy_ZIP=-5.75, Synergy_Bliss=-6.09, Synergy_Loewe=-1.27, Synergy_HSA=1.44.